Regression/Classification. Given a drug SMILES string, predict its absorption, distribution, metabolism, or excretion properties. Task type varies by dataset: regression for continuous measurements (e.g., permeability, clearance, half-life) or binary classification for categorical outcomes (e.g., BBB penetration, CYP inhibition). Dataset: hia_hou. From a dataset of Human intestinal absorption (HIA) binary classification data from Hou et al.. (1) The compound is CC1=NNC2=CN=C(c3ccccc3Cl)c3cc(Cl)ccc3N21. The result is 1 (good absorption). (2) The drug is C#C[C@@]1(O)CC[C@@H]2[C@@H]3CCc4cc(OC)ccc4[C@@H]3CC[C@@]21C. The result is 1 (good absorption). (3) The drug is CN1[C@H]2CCC[C@@H]1C[C@H](NC(=O)c1nn(C)c3ccccc13)C2. The result is 1 (good absorption). (4) The result is 1 (good absorption). The molecule is O=c1[nH]c2ccccc2n1CCCN1CCN(C(c2ccccc2)c2ccccc2)CC1.